From a dataset of Reaction yield outcomes from USPTO patents with 853,638 reactions. Predict the reaction yield, written as a fraction of the theoretical maximum amount of product (1.0 means a 100% yield; for example, 0.34 means a 34% yield). (1) The reactants are Br[C:2]1[S:3][CH:4]=[C:5]([Br:7])[N:6]=1.C([Li])CCC.[Cl:13][C:14]1[N:19]=[CH:18][CH:17]=[CH:16][N:15]=1.O.C(C1C(=O)C(Cl)=C(Cl)C(=O)C=1C#N)#N.[OH-].[Na+]. The catalyst is C(OCC)C.C1COCC1. The product is [Br:7][C:5]1[N:6]=[C:2]([C:16]2[CH:17]=[CH:18][N:19]=[C:14]([Cl:13])[N:15]=2)[S:3][CH:4]=1. The yield is 0.471. (2) The reactants are Br[C:2]1[CH:3]=[CH:4][C:5]([N+:31]([O-])=O)=[C:6]2[C:11]=1[NH:10][CH:9]=[C:8]([C:12]([NH:14][C:15]1[CH:20]=[C:19]([OH:21])[C:18]([C:22]([CH3:25])([CH3:24])[CH3:23])=[CH:17][C:16]=1[C:26]([CH3:29])([CH3:28])[CH3:27])=[O:13])[C:7]2=[O:30].Cl. The catalyst is [Pd].CCOC(C)=O. The product is [NH2:31][C:5]1[CH:4]=[CH:3][CH:2]=[C:11]2[C:6]=1[C:7](=[O:30])[C:8]([C:12]([NH:14][C:15]1[CH:20]=[C:19]([OH:21])[C:18]([C:22]([CH3:23])([CH3:24])[CH3:25])=[CH:17][C:16]=1[C:26]([CH3:29])([CH3:28])[CH3:27])=[O:13])=[CH:9][NH:10]2. The yield is 0.480. (3) The reactants are O[CH:2]=[C:3]1[C:11]2[C:6](=[CH:7][CH:8]=[CH:9][CH:10]=2)[NH:5][C:4]1=[O:12].[NH2:13][C:14]1[CH:19]=[CH:18][C:17]([S:20]([O:23][C:24]2[CH:29]=[CH:28][CH:27]=[CH:26][CH:25]=2)(=[O:22])=[O:21])=[CH:16][CH:15]=1. No catalyst specified. The product is [C:24]1([O:23][S:20]([C:17]2[CH:16]=[CH:15][C:14]([NH:13][CH:2]=[C:3]3[C:11]4[C:6](=[CH:7][CH:8]=[CH:9][CH:10]=4)[NH:5][C:4]3=[O:12])=[CH:19][CH:18]=2)(=[O:21])=[O:22])[CH:25]=[CH:26][CH:27]=[CH:28][CH:29]=1. The yield is 0.230. (4) The reactants are C(O)([C:3]([F:6])([F:5])[F:4])=O.Br[C:9]1[CH:26]=[C:25](/[CH:27]=[CH:28]/[CH:29]([C:34]2[CH:39]=[C:38]([Cl:40])[C:37]([Cl:41])=[C:36]([Cl:42])[CH:35]=2)[C:30]([F:33])([F:32])[F:31])[CH:24]=[CH:23][C:10]=1[C:11]([NH:13][CH:14]([CH3:22])[C:15]([O:17]C(C)(C)C)=[O:16])=[O:12]. The catalyst is C(Cl)Cl. The product is [F:31][C:30]([F:33])([F:32])[CH:29]([C:34]1[CH:39]=[C:38]([Cl:40])[C:37]([Cl:41])=[C:36]([Cl:42])[CH:35]=1)/[CH:28]=[CH:27]/[C:25]1[CH:24]=[CH:23][C:10]([C:11]([NH:13][C@H:14]([CH3:22])[C:15]([OH:17])=[O:16])=[O:12])=[C:9]([C:3]([F:6])([F:5])[F:4])[CH:26]=1. The yield is 0.670. (5) The reactants are [Br:1][C:2]1[CH:11]=[C:10]2[C:5]([C:6]([CH3:16])=[CH:7][C:8](=[O:15])[N:9]2[CH:12]2[CH2:14][CH2:13]2)=[CH:4][C:3]=1[F:17].[Se](=O)=[O:19].O. The catalyst is C1(C)C(C)=CC=CC=1. The product is [Br:1][C:2]1[CH:11]=[C:10]2[C:5]([C:6]([CH:16]=[O:19])=[CH:7][C:8](=[O:15])[N:9]2[CH:12]2[CH2:14][CH2:13]2)=[CH:4][C:3]=1[F:17]. The yield is 0.840. (6) The reactants are COC1C=C(OC)C=CC=1C[N:6]([C:30]1[CH:35]=[CH:34][N:33]=[CH:32][N:31]=1)[S:7]([C:10]1[CH:15]=[C:14]([F:16])[C:13]([O:17][C@H:18]2[CH2:22][CH2:21][CH2:20][C@@H:19]2[C:23]2[N:27]([CH3:28])[N:26]=[CH:25][CH:24]=2)=[CH:12][C:11]=1[F:29])(=[O:9])=[O:8].C([SiH](CC)CC)C.FC(F)(F)C(O)=O. The catalyst is ClCCl. The product is [F:29][C:11]1[CH:12]=[C:13]([O:17][C@H:18]2[CH2:22][CH2:21][CH2:20][C@@H:19]2[C:23]2[N:27]([CH3:28])[N:26]=[CH:25][CH:24]=2)[C:14]([F:16])=[CH:15][C:10]=1[S:7]([NH:6][C:30]1[CH:35]=[CH:34][N:33]=[CH:32][N:31]=1)(=[O:8])=[O:9]. The yield is 0.990. (7) The reactants are C(Cl)(=O)C(Cl)=O.[C:7]1([S:13]([C:16]2[CH:24]=[CH:23][C:19]([C:20]([OH:22])=O)=[CH:18][CH:17]=2)(=[O:15])=[O:14])[CH:12]=[CH:11][CH:10]=[CH:9][CH:8]=1.Cl.[N:26]1[CH:27]=[CH:28][N:29]2[CH:34]=[CH:33][C:32](CN)=[CH:31][C:30]=12.[CH2:37]([N:39](CC)CC)C.C(=O)(O)[O-].[Na+]. The catalyst is ClCCl. The product is [N:26]1[CH:27]=[CH:28][N:29]2[CH:34]=[C:33]([CH2:37][NH:39][C:20](=[O:22])[C:19]3[CH:18]=[CH:17][C:16]([S:13]([C:7]4[CH:8]=[CH:9][CH:10]=[CH:11][CH:12]=4)(=[O:14])=[O:15])=[CH:24][CH:23]=3)[CH:32]=[CH:31][C:30]=12. The yield is 0.490.